Dataset: Reaction yield outcomes from USPTO patents with 853,638 reactions. Task: Predict the reaction yield, written as a fraction of the theoretical maximum amount of product (1.0 means a 100% yield; for example, 0.34 means a 34% yield). (1) The reactants are [Br:1][CH2:2][C:3]1[C:8]([Cl:9])=[CH:7][CH:6]=[CH:5][C:4]=1[CH2:10][OH:11]. The catalyst is [O-2].[O-2].[Mn+4].ClCCl. The product is [Br:1][CH2:2][C:3]1[C:8]([Cl:9])=[CH:7][CH:6]=[CH:5][C:4]=1[CH:10]=[O:11]. The yield is 0.662. (2) The reactants are C(OC([N:8]1[CH2:13][CH2:12][C@H:11]([C:14]2[CH:35]=[CH:34][C:17]3[C:18]4[N:22]([CH2:23][CH2:24][O:25][C:16]=3[CH:15]=2)[CH:21]=[C:20]([C:26]2[N:27]([CH:31]([CH3:33])[CH3:32])[N:28]=[CH:29][N:30]=2)[N:19]=4)[C@H:10]([OH:36])[CH2:9]1)=O)(C)(C)C.[ClH:37]. The product is [ClH:37].[CH:31]([N:27]1[C:26]([C:20]2[N:19]=[C:18]3[N:22]([CH2:23][CH2:24][O:25][C:16]4[CH:15]=[C:14]([C@H:11]5[CH2:12][CH2:13][NH:8][CH2:9][C@H:10]5[OH:36])[CH:35]=[CH:34][C:17]=43)[CH:21]=2)=[N:30][CH:29]=[N:28]1)([CH3:33])[CH3:32]. The yield is 1.08. The catalyst is C(Cl)Cl.CO.O1CCOCC1.